This data is from Peptide-MHC class I binding affinity with 185,985 pairs from IEDB/IMGT. The task is: Regression. Given a peptide amino acid sequence and an MHC pseudo amino acid sequence, predict their binding affinity value. This is MHC class I binding data. (1) The peptide sequence is WTLVVLLI. The MHC is HLA-A02:02 with pseudo-sequence HLA-A02:02. The binding affinity (normalized) is 0. (2) The peptide sequence is ATDALMTGF. The MHC is HLA-A68:02 with pseudo-sequence HLA-A68:02. The binding affinity (normalized) is 0. (3) The peptide sequence is YMPSMKRFRR. The MHC is HLA-A33:01 with pseudo-sequence HLA-A33:01. The binding affinity (normalized) is 0.781. (4) The peptide sequence is SFGAGTLAK. The MHC is HLA-A31:01 with pseudo-sequence HLA-A31:01. The binding affinity (normalized) is 0.236. (5) The peptide sequence is TPEARNSTF. The MHC is HLA-B35:01 with pseudo-sequence HLA-B35:01. The binding affinity (normalized) is 0.333. (6) The peptide sequence is YSDNEMLTH. The MHC is HLA-A03:01 with pseudo-sequence HLA-A03:01. The binding affinity (normalized) is 0.0847. (7) The peptide sequence is AQGYKVLVL. The MHC is HLA-A68:02 with pseudo-sequence HLA-A68:02. The binding affinity (normalized) is 0.